Dataset: Catalyst prediction with 721,799 reactions and 888 catalyst types from USPTO. Task: Predict which catalyst facilitates the given reaction. Reactant: [CH3:1][O:2][C:3]1[CH:8]=[C:7]([CH3:9])[C:6]([S:10]([N:13]2[C:21]3[C:16](=[CH:17][CH:18]=[CH:19][CH:20]=3)[CH2:15][C@H:14]2[CH2:22][O:23][CH2:24][C:25]([O:27]C(C)(C)C)=[O:26])(=[O:12])=[O:11])=[C:5]([CH3:32])[CH:4]=1.C(O)(C(F)(F)F)=O. Product: [CH3:1][O:2][C:3]1[CH:8]=[C:7]([CH3:9])[C:6]([S:10]([N:13]2[C:21]3[C:16](=[CH:17][CH:18]=[CH:19][CH:20]=3)[CH2:15][C@H:14]2[CH2:22][O:23][CH2:24][C:25]([OH:27])=[O:26])(=[O:12])=[O:11])=[C:5]([CH3:32])[CH:4]=1. The catalyst class is: 4.